This data is from Reaction yield outcomes from USPTO patents with 853,638 reactions. The task is: Predict the reaction yield, written as a fraction of the theoretical maximum amount of product (1.0 means a 100% yield; for example, 0.34 means a 34% yield). (1) The reactants are C[O:2][C:3]([C:5]1[C:6](=[O:18])[N:7]([CH3:17])[C:8]2[C:13]([C:14]=1[OH:15])=[C:12]([Cl:16])[CH:11]=[CH:10][CH:9]=2)=[O:4]. The product is [Cl:16][C:12]1[CH:11]=[CH:10][CH:9]=[C:8]2[C:13]=1[C:14]([OH:15])=[C:5]([C:3]([OH:4])=[O:2])[C:6](=[O:18])[N:7]2[CH3:17]. The catalyst is C(O)(=O)C. The yield is 0.000700. (2) The reactants are C(=O)([O-])[O-].[K+].[K+].[Br:7][C:8]1[CH:13]=[CH:12][C:11]([F:14])=[CH:10][C:9]=1[OH:15].[CH2:16](Br)[C:17]1[CH:22]=[CH:21][CH:20]=[CH:19][CH:18]=1.S([O-])(O)(=O)=O.[K+]. The catalyst is CN(C=O)C. The product is [CH2:16]([O:15][C:9]1[CH:10]=[C:11]([F:14])[CH:12]=[CH:13][C:8]=1[Br:7])[C:17]1[CH:22]=[CH:21][CH:20]=[CH:19][CH:18]=1. The yield is 0.980. (3) The reactants are [NH2:1][C:2]1[CH:7]=[C:6]([O:8][CH3:9])[CH:5]=[CH:4][C:3]=1/[CH:10]=[CH:11]/[C:12]([O:14]C)=O. The catalyst is C(#N)C. The product is [CH3:9][O:8][C:6]1[CH:7]=[C:2]2[C:3]([CH:10]=[CH:11][C:12](=[O:14])[NH:1]2)=[CH:4][CH:5]=1. The yield is 0.760. (4) The reactants are [CH3:1][N:2]([C:9](=[O:18])[C:10]#[C:11][C:12]1[CH:17]=[CH:16][CH:15]=[CH:14][CH:13]=1)[CH2:3][C:4]([O:6][CH2:7][CH3:8])=[O:5].O. The catalyst is C1COCC1.C(Cl)Cl. The product is [CH3:1][N:2]1[C:9](=[O:18])[CH:10]=[C:11]([C:12]2[CH:13]=[CH:14][CH:15]=[CH:16][CH:17]=2)[CH:3]1[C:4]([O:6][CH2:7][CH3:8])=[O:5]. The yield is 0.700. (5) The reactants are Cl[CH2:2][C:3]1[C:4]2[C:9]([CH:10]=[C:11]3[C:16]=1[CH:15]=[CH:14][CH:13]=[CH:12]3)=[CH:8][CH:7]=[CH:6][CH:5]=2.[NH3:17]. The catalyst is ClCCl. The product is [CH:5]1[C:4]2[C:9](=[CH:10][C:11]3[C:16]([C:3]=2[CH2:2][NH:17][CH2:2][C:3]2[C:16]4[C:11]([CH:10]=[C:9]5[C:4]=2[CH:5]=[CH:6][CH:7]=[CH:8]5)=[CH:12][CH:13]=[CH:14][CH:15]=4)=[CH:15][CH:14]=[CH:13][CH:12]=3)[CH:8]=[CH:7][CH:6]=1. The yield is 0.140. (6) The reactants are [CH:1]([C:4]1[CH:5]=[CH:6][C:7]2[S:11][C:10]([S:12]([NH:15][C:16]3[CH:17]=[C:18]([C:22]4[N:23]=[N:24][N:25]([CH2:27][C:28]([OH:30])=[O:29])[N:26]=4)[CH:19]=[CH:20][CH:21]=3)(=[O:14])=[O:13])=[C:9]([CH3:31])[C:8]=2[CH:32]=1)([CH3:3])[CH3:2].[C:33](N1C=CN=C1)(N1C=CN=C1)=O.N1C=CC=CC=1.CO.C(O)(C(F)(F)F)=O. The catalyst is CC#N.CS(C)=O.CO.O. The product is [CH3:31][C:9]1[C:8]2[CH:32]=[C:4]([CH:1]([CH3:3])[CH3:2])[CH:5]=[CH:6][C:7]=2[S:11][C:10]=1[S:12]([NH:15][C:16]1[CH:17]=[C:18]([C:22]2[N:23]=[N:24][N:25]([CH2:27][C:28]([O:30][CH3:33])=[O:29])[N:26]=2)[CH:19]=[CH:20][CH:21]=1)(=[O:13])=[O:14]. The yield is 0.720.